From a dataset of Full USPTO retrosynthesis dataset with 1.9M reactions from patents (1976-2016). Predict the reactants needed to synthesize the given product. Given the product [CH3:1][O:2][C:3]1[CH:12]=[C:11]([O:13][CH3:14])[CH:10]=[C:9]2[C:4]=1[C:5](=[O:33])[NH:6][C:7]([C:15]1[N:20]=[C:19]([N:21]3[CH2:22][CH2:23][N:24]([CH2:27][CH2:28][C:29]([OH:31])=[O:30])[CH2:25][CH2:26]3)[CH:18]=[CH:17][CH:16]=1)=[N:8]2, predict the reactants needed to synthesize it. The reactants are: [CH3:1][O:2][C:3]1[CH:12]=[C:11]([O:13][CH3:14])[CH:10]=[C:9]2[C:4]=1[C:5](=[O:33])[NH:6][C:7]([C:15]1[N:20]=[C:19]([N:21]3[CH2:26][CH2:25][N:24]([CH2:27][CH2:28][C:29]([O:31]C)=[O:30])[CH2:23][CH2:22]3)[CH:18]=[CH:17][CH:16]=1)=[N:8]2.[OH-].[Li+].